Task: Predict which catalyst facilitates the given reaction.. Dataset: Catalyst prediction with 721,799 reactions and 888 catalyst types from USPTO (1) Reactant: [F:1][C:2]1[CH:11]=[CH:10][C:9]([CH2:12][NH:13][CH2:14][CH2:15][CH2:16][CH2:17][CH2:18][CH3:19])=[CH:8][C:3]=1[C:4]([O:6][CH3:7])=[O:5].[Br:20][C:21]1[CH:26]=[CH:25][C:24]([S:27](Cl)(=[O:29])=[O:28])=[CH:23][CH:22]=1.C([O-])(O)=O.[Na+]. Product: [Br:20][C:21]1[CH:26]=[CH:25][C:24]([S:27]([N:13]([CH2:12][C:9]2[CH:10]=[CH:11][C:2]([F:1])=[C:3]([CH:8]=2)[C:4]([O:6][CH3:7])=[O:5])[CH2:14][CH2:15][CH2:16][CH2:17][CH2:18][CH3:19])(=[O:29])=[O:28])=[CH:23][CH:22]=1. The catalyst class is: 2. (2) Reactant: Cl[CH2:2][C:3](Cl)=[O:4].[CH3:6][O:7][C:8](=[O:17])[C:9]1[CH:14]=[CH:13][CH:12]=[C:11]([NH2:15])[C:10]=1[OH:16].C([O-])([O-])=O.[K+].[K+]. Product: [CH3:6][O:7][C:8]([C:9]1[C:10]2[O:16][CH2:2][C:3](=[O:4])[NH:15][C:11]=2[CH:12]=[CH:13][CH:14]=1)=[O:17]. The catalyst class is: 3. (3) Reactant: [CH:1]1([O:4][CH2:5][CH2:6][N:7]2[CH2:12][CH2:11][N:10]([C:13]3[CH:18]=[CH:17][C:16]([N+:19]([O-])=O)=[CH:15][C:14]=3[O:22][CH3:23])[CH2:9][CH2:8]2)[CH2:3][CH2:2]1. Product: [CH:1]1([O:4][CH2:5][CH2:6][N:7]2[CH2:8][CH2:9][N:10]([C:13]3[CH:18]=[CH:17][C:16]([NH2:19])=[CH:15][C:14]=3[O:22][CH3:23])[CH2:11][CH2:12]2)[CH2:3][CH2:2]1. The catalyst class is: 29. (4) Reactant: CC(O)C.CC(C)=O.CCO[Si](OCC)(OCC)OCC.[C:22]1([Si:28]([O:35][CH2:36]C)([O:32][CH2:33]C)[O:29][CH2:30]C)[CH:27]=[CH:26][CH:25]=[CH:24][CH:23]=1.[N+]([O-])(O)=O.C(O)CCC.C(O)C. Product: [C:22]1([Si:28]([O:35][CH3:36])([O:29][CH3:30])[O:32][CH3:33])[CH:23]=[CH:24][CH:25]=[CH:26][CH:27]=1. The catalyst class is: 6. (5) Reactant: [Cl:1][C:2]1[C:3]2[C@H:10]([CH3:11])[CH2:9][CH2:8][C:4]=2[N:5]=[CH:6][N:7]=1.C1C=C(Cl)C=C(C(OO)=[O:20])C=1.[O-]S([O-])(=S)=O.[Na+].[Na+].C([O-])([O-])=O.[Na+].[Na+]. Product: [Cl:1][C:2]1[N:7]=[CH:6][N+:5]([O-:20])=[C:4]2[CH2:8][CH2:9][C@@H:10]([CH3:11])[C:3]=12. The catalyst class is: 146.